This data is from NCI-60 drug combinations with 297,098 pairs across 59 cell lines. The task is: Regression. Given two drug SMILES strings and cell line genomic features, predict the synergy score measuring deviation from expected non-interaction effect. (1) Drug 1: C1=C(C(=O)NC(=O)N1)F. Drug 2: CC1CCC2CC(C(=CC=CC=CC(CC(C(=O)C(C(C(=CC(C(=O)CC(OC(=O)C3CCCCN3C(=O)C(=O)C1(O2)O)C(C)CC4CCC(C(C4)OC)O)C)C)O)OC)C)C)C)OC. Cell line: SK-MEL-28. Synergy scores: CSS=34.1, Synergy_ZIP=-4.01, Synergy_Bliss=-2.48, Synergy_Loewe=7.95, Synergy_HSA=8.47. (2) Drug 1: C1=NC2=C(N=C(N=C2N1C3C(C(C(O3)CO)O)O)F)N. Drug 2: CCN(CC)CCNC(=O)C1=C(NC(=C1C)C=C2C3=C(C=CC(=C3)F)NC2=O)C. Cell line: MDA-MB-231. Synergy scores: CSS=-0.00850, Synergy_ZIP=-4.67, Synergy_Bliss=-7.32, Synergy_Loewe=-8.45, Synergy_HSA=-9.21. (3) Drug 1: C1=C(C(=O)NC(=O)N1)F. Drug 2: CC(C)CN1C=NC2=C1C3=CC=CC=C3N=C2N. Cell line: OVCAR-4. Synergy scores: CSS=39.1, Synergy_ZIP=1.05, Synergy_Bliss=-0.649, Synergy_Loewe=-1.88, Synergy_HSA=-1.34. (4) Drug 2: CC12CCC3C(C1CCC2OP(=O)(O)O)CCC4=C3C=CC(=C4)OC(=O)N(CCCl)CCCl.[Na+]. Synergy scores: CSS=12.8, Synergy_ZIP=-6.05, Synergy_Bliss=-4.80, Synergy_Loewe=-12.9, Synergy_HSA=-3.92. Cell line: MALME-3M. Drug 1: C1=CC=C(C=C1)NC(=O)CCCCCCC(=O)NO. (5) Drug 1: C1=CC(=CC=C1CCCC(=O)O)N(CCCl)CCCl. Drug 2: N.N.Cl[Pt+2]Cl. Cell line: M14. Synergy scores: CSS=3.39, Synergy_ZIP=-5.16, Synergy_Bliss=-6.92, Synergy_Loewe=-10.4, Synergy_HSA=-9.04. (6) Synergy scores: CSS=4.39, Synergy_ZIP=1.96, Synergy_Bliss=4.12, Synergy_Loewe=-0.383, Synergy_HSA=1.63. Cell line: SNB-75. Drug 1: C1CC(C1)(C(=O)O)C(=O)O.[NH2-].[NH2-].[Pt+2]. Drug 2: C1CCC(C(C1)N)N.C(=O)(C(=O)[O-])[O-].[Pt+4].